This data is from NCI-60 drug combinations with 297,098 pairs across 59 cell lines. The task is: Regression. Given two drug SMILES strings and cell line genomic features, predict the synergy score measuring deviation from expected non-interaction effect. (1) Drug 1: CC1OCC2C(O1)C(C(C(O2)OC3C4COC(=O)C4C(C5=CC6=C(C=C35)OCO6)C7=CC(=C(C(=C7)OC)O)OC)O)O. Drug 2: C(CC(=O)O)C(=O)CN.Cl. Cell line: SK-MEL-2. Synergy scores: CSS=30.6, Synergy_ZIP=-10.00, Synergy_Bliss=-7.22, Synergy_Loewe=-9.88, Synergy_HSA=-3.91. (2) Drug 1: C1=C(C(=O)NC(=O)N1)N(CCCl)CCCl. Synergy scores: CSS=75.2, Synergy_ZIP=1.73, Synergy_Bliss=1.33, Synergy_Loewe=4.40, Synergy_HSA=5.95. Cell line: UACC62. Drug 2: CC1C(C(CC(O1)OC2CC(CC3=C2C(=C4C(=C3O)C(=O)C5=C(C4=O)C(=CC=C5)OC)O)(C(=O)CO)O)N)O.Cl. (3) Drug 1: C(CCl)NC(=O)N(CCCl)N=O. Drug 2: CC1C(C(CC(O1)OC2CC(CC3=C2C(=C4C(=C3O)C(=O)C5=CC=CC=C5C4=O)O)(C(=O)C)O)N)O. Cell line: HOP-62. Synergy scores: CSS=45.4, Synergy_ZIP=-4.01, Synergy_Bliss=-3.22, Synergy_Loewe=-7.92, Synergy_HSA=-0.352. (4) Drug 1: C1CCN(CC1)CCOC2=CC=C(C=C2)C(=O)C3=C(SC4=C3C=CC(=C4)O)C5=CC=C(C=C5)O. Drug 2: CC1=C2C(C(=O)C3(C(CC4C(C3C(C(C2(C)C)(CC1OC(=O)C(C(C5=CC=CC=C5)NC(=O)OC(C)(C)C)O)O)OC(=O)C6=CC=CC=C6)(CO4)OC(=O)C)OC)C)OC. Cell line: BT-549. Synergy scores: CSS=33.6, Synergy_ZIP=2.64, Synergy_Bliss=-0.781, Synergy_Loewe=-33.5, Synergy_HSA=-1.89. (5) Drug 1: CC1=C(C(CCC1)(C)C)C=CC(=CC=CC(=CC(=O)O)C)C. Drug 2: CN(CCCl)CCCl.Cl. Cell line: SK-MEL-28. Synergy scores: CSS=10.1, Synergy_ZIP=-3.34, Synergy_Bliss=-1.00, Synergy_Loewe=-1.90, Synergy_HSA=0.549.